Dataset: Forward reaction prediction with 1.9M reactions from USPTO patents (1976-2016). Task: Predict the product of the given reaction. (1) Given the reactants [OH-].[Na+].[N+:3]([CH3:6])([O-:5])=[O:4].O1CCCCC1OCCO[C:17]1[C:18]([B:25]2[O:29][C:28](C)(C)[C:27]([CH3:33])(C)[O:26]2)=[C:19](C=[CH:23][CH:24]=1)[CH:20]=[O:21].Cl, predict the reaction product. The product is: [N+:3]([CH2:6][CH:27]1[O:26][B:25]2[O:29][CH2:28][C:19]3[CH2:20][O:21][CH:23]=[CH:24][C:17]([C:18]=32)=[CH:33]1)([O-:5])=[O:4]. (2) Given the reactants [C:1]([O:5][C:6]([N:8]1[CH2:12][C@H:11]([O:13][CH2:14][C:15]2[CH:20]=[CH:19][CH:18]=[CH:17][CH:16]=2)[CH2:10][C@@H:9]1[C@@H:21]([OH:36])[C@@H:22]([NH:32][C:33](=[O:35])[CH3:34])[CH2:23][C:24]1[CH:29]=[C:28]([F:30])[CH:27]=[C:26]([F:31])[CH:25]=1)=[O:7])([CH3:4])([CH3:3])[CH3:2].[CH3:37][C:38]1C=CC(S([O-])(=O)=O)=C[CH:39]=1.C1C=C[NH+]=CC=1.COC(C)C, predict the reaction product. The product is: [C:1]([O:5][C:6]([N:8]1[CH2:12][C@H:11]([O:13][CH2:14][C:15]2[CH:16]=[CH:17][CH:18]=[CH:19][CH:20]=2)[CH2:10][C@@H:9]1[C@H:21]1[O:36][C:38]([CH3:39])([CH3:37])[N:32]([C:33](=[O:35])[CH3:34])[C@H:22]1[CH2:23][C:24]1[CH:29]=[C:28]([F:30])[CH:27]=[C:26]([F:31])[CH:25]=1)=[O:7])([CH3:4])([CH3:2])[CH3:3]. (3) Given the reactants [Br:1][C:2]1[CH:10]=[C:9](/[CH:11]=[CH:12]/[CH:13]([C:18]2[CH:23]=[C:22]([Cl:24])[C:21]([Cl:25])=[C:20]([Cl:26])[CH:19]=2)[C:14]([F:17])([F:16])[F:15])[CH:8]=[CH:7][C:3]=1[C:4](O)=[O:5].ClCCCl.CCN=C=NCCCN(C)C.Cl.Cl.[F:44][C:45]([F:53])([F:52])[CH2:46][NH:47][C:48]([NH:50][NH2:51])=[O:49], predict the reaction product. The product is: [Br:1][C:2]1[CH:10]=[C:9](/[CH:11]=[CH:12]/[CH:13]([C:18]2[CH:19]=[C:20]([Cl:26])[C:21]([Cl:25])=[C:22]([Cl:24])[CH:23]=2)[C:14]([F:17])([F:16])[F:15])[CH:8]=[CH:7][C:3]=1[C:4]([NH:51][NH:50][C:48]([NH:47][CH2:46][C:45]([F:53])([F:52])[F:44])=[O:49])=[O:5].